Task: Predict the reaction yield, written as a fraction of the theoretical maximum amount of product (1.0 means a 100% yield; for example, 0.34 means a 34% yield).. Dataset: Reaction yield outcomes from USPTO patents with 853,638 reactions (1) The reactants are [CH:1]([O:4][CH2:5][CH2:6][OH:7])([CH3:3])[CH3:2].C(N(CC)CC)C.[C:15]1([CH3:25])[CH:20]=[CH:19][C:18]([S:21](Cl)(=[O:23])=[O:22])=[CH:17][CH:16]=1. The catalyst is C(Cl)Cl. The product is [CH:1]([O:4][CH2:5][CH2:6][O:7][S:21]([C:18]1[CH:19]=[CH:20][C:15]([CH3:25])=[CH:16][CH:17]=1)(=[O:23])=[O:22])([CH3:3])[CH3:2]. The yield is 0.810. (2) The reactants are [CH2:1]([NH2:12])[C:2]1[CH:11]=[CH:10][C:7]([O:8][CH3:9])=[C:4]([O:5][CH3:6])[CH:3]=1.[CH2:13]1[CH2:20][O:19][S:16](=[O:18])(=[O:17])[CH2:15][CH2:14]1. The catalyst is O1CCOCC1. The product is [CH3:6][O:5][C:4]1[CH:3]=[C:2]([CH:11]=[CH:10][C:7]=1[O:8][CH3:9])[CH2:1][NH:12][CH:13]([CH3:20])[CH2:14][CH2:15][S:16]([OH:19])(=[O:18])=[O:17]. The yield is 0.180. (3) The reactants are [CH3:1][CH:2]([N:4]1[CH2:10][CH2:9][CH2:8][N:7](C(OCC2C=CC=CC=2)=O)[CH2:6][CH2:5]1)[CH3:3]. The catalyst is C(O)C.[Pd]. The product is [CH3:1][CH:2]([N:4]1[CH2:10][CH2:9][CH2:8][NH:7][CH2:6][CH2:5]1)[CH3:3]. The yield is 1.00. (4) The reactants are [C:1]1([C:7]2[O:8][CH:9]=[N:10][N:11]=2)[CH:6]=[CH:5][CH:4]=[CH:3][CH:2]=1.[Li]CCCC.[C:17](Cl)(=[O:35])[CH2:18][CH2:19][CH2:20][CH2:21][CH2:22][CH2:23][CH2:24]/[CH:25]=[CH:26]\[CH2:27][CH2:28][CH2:29][CH2:30][CH2:31][CH2:32][CH2:33][CH3:34]. The catalyst is C1COCC1.[Cl-].[Cl-].[Zn+2].[Cu]I. The product is [C:1]1([C:7]2[O:8][C:9]([C:17](=[O:35])[CH2:18][CH2:19][CH2:20][CH2:21][CH2:22][CH2:23][CH2:24][CH:25]=[CH:26][CH2:27][CH2:28][CH2:29][CH2:30][CH2:31][CH2:32][CH2:33][CH3:34])=[N:10][N:11]=2)[CH:2]=[CH:3][CH:4]=[CH:5][CH:6]=1. The yield is 0.200.